From a dataset of Forward reaction prediction with 1.9M reactions from USPTO patents (1976-2016). Predict the product of the given reaction. (1) Given the reactants [NH2:1][C:2]1[CH:6]=[C:5]([Br:7])[S:4][C:3]=1[C:8]([NH2:10])=[O:9].O.[C:12]1([CH3:22])[CH:17]=[CH:16][C:15](S(O)(=O)=O)=CC=1.C([O-])(O)=O.[Na+], predict the reaction product. The product is: [Br:7][C:5]1[S:4][C:3]2[C:8](=[O:9])[NH:10][C:15]3([CH2:16][CH2:17][CH2:12][CH2:22]3)[NH:1][C:2]=2[CH:6]=1. (2) Given the reactants [C:1]([C:3]1[C:4]([N:22]2[CH2:27][CH2:26][CH:25]([C:28](O)=[O:29])[CH2:24][CH2:23]2)=[N:5][C:6]([CH2:15][N:16]2[CH2:20][CH2:19][CH2:18][C:17]2=[O:21])=[C:7]([C:9](=[O:14])[CH2:10][CH2:11][CH2:12][CH3:13])[CH:8]=1)#[N:2].[CH3:31][C:32]1[CH:37]=[CH:36][C:35]([CH2:38][S:39]([NH2:42])(=[O:41])=[O:40])=[CH:34][CH:33]=1, predict the reaction product. The product is: [C:1]([C:3]1[C:4]([N:22]2[CH2:27][CH2:26][CH:25]([C:28]([NH:42][S:39]([CH2:38][C:35]3[CH:36]=[CH:37][C:32]([CH3:31])=[CH:33][CH:34]=3)(=[O:40])=[O:41])=[O:29])[CH2:24][CH2:23]2)=[N:5][C:6]([CH2:15][N:16]2[CH2:20][CH2:19][CH2:18][C:17]2=[O:21])=[C:7]([C:9](=[O:14])[CH2:10][CH2:11][CH2:12][CH3:13])[CH:8]=1)#[N:2]. (3) Given the reactants [Br:1][CH2:2][C:3]([C:5]1[CH:10]=[C:9]([F:11])[C:8]([F:12])=[CH:7][C:6]=1[F:13])=[O:4].[O:14]1[CH:18]=[CH:17][N:16]=[C:15]1[NH2:19].C1COCC1, predict the reaction product. The product is: [BrH:1].[NH:19]=[C:15]1[N:16]([CH2:2][C:3]([C:5]2[CH:10]=[C:9]([F:11])[C:8]([F:12])=[CH:7][C:6]=2[F:13])=[O:4])[CH:17]=[CH:18][O:14]1. (4) The product is: [CH2:38]([O:45][C:46]1[C:51](=[O:52])[N:50]=[C:49]([CH2:53][C:54]2([C:59]3[C:68]4[C:63](=[CH:64][CH:65]=[CH:66][CH:67]=4)[CH:62]=[CH:61][CH:60]=3)[CH2:55][CH2:56][CH2:57][CH2:58]2)[N:48]2[CH2:76][CH2:75][N:71]([CH:72]([CH3:73])[CH3:74])[C:69](=[O:70])[C:47]=12)[C:39]1[CH:40]=[CH:41][CH:42]=[CH:43][CH:44]=1. Given the reactants C(OC1C(=O)N=C(CC2(C3C4C(=CC=CC=4)C=CC=3)CCCC2)N2CCN(C)C(=O)C=12)C1C=CC=CC=1.[CH2:38]([O:45][C:46]1[C:47]([C:69]([N:71]([CH2:75][CH2:76]O)[CH:72]([CH3:74])[CH3:73])=[O:70])=[N:48][C:49]([CH2:53][C:54]2([C:59]3[C:68]4[C:63](=[CH:64][CH:65]=[CH:66][CH:67]=4)[CH:62]=[CH:61][CH:60]=3)[CH2:58][CH2:57][CH2:56][CH2:55]2)=[N:50][C:51]=1[OH:52])[C:39]1[CH:44]=[CH:43][CH:42]=[CH:41][CH:40]=1, predict the reaction product.